From a dataset of Peptide-MHC class I binding affinity with 185,985 pairs from IEDB/IMGT. Regression. Given a peptide amino acid sequence and an MHC pseudo amino acid sequence, predict their binding affinity value. This is MHC class I binding data. (1) The peptide sequence is VLQWASLAV. The MHC is HLA-A02:01 with pseudo-sequence HLA-A02:01. The binding affinity (normalized) is 0.491. (2) The peptide sequence is KIKTNDINV. The MHC is HLA-A02:03 with pseudo-sequence HLA-A02:03. The binding affinity (normalized) is 0.315.